Dataset: Forward reaction prediction with 1.9M reactions from USPTO patents (1976-2016). Task: Predict the product of the given reaction. (1) Given the reactants [O:1]1[C:3]2([CH2:6][N:5]([C:7]([O:9][CH2:10][C:11]3[CH:16]=[CH:15][CH:14]=[CH:13][CH:12]=3)=[O:8])[CH2:4]2)[CH2:2]1.[NH3:17].[C:18]([O:22][C:23]([O:25]C(OC(C)(C)C)=O)=O)([CH3:21])([CH3:20])[CH3:19], predict the reaction product. The product is: [CH3:19][C:18]([O:22][C:23]([NH:17][CH2:2][C:3]1([OH:1])[CH2:6][N:5]([C:7]([O:9][CH2:10][C:11]2[CH:16]=[CH:15][CH:14]=[CH:13][CH:12]=2)=[O:8])[CH2:4]1)=[O:25])([CH3:21])[CH3:20]. (2) The product is: [Br:29][C:30]1[CH:31]=[CH:32][C:33]2[O:37][C:36]3[C:38](=[O:40])[NH:39][C:42]([C:44]4[CH:53]=[CH:52][CH:51]=[C:50]5[C:45]=4[CH2:46][CH2:47][N:48]([C:54]([O:56][C:57]([CH3:60])([CH3:59])[CH3:58])=[O:55])[CH2:49]5)=[N:41][C:35]=3[C:34]=2[CH:61]=1. Given the reactants BrC1C=CC2OC3C(=O)NC(C4CCN(C(OC(C)(C)C)=O)CC4)=NC=3C=2C=1.[Br:29][C:30]1[CH:31]=[CH:32][C:33]2[O:37][C:36]([C:38](=[O:40])[NH2:39])=[C:35]([NH:41][C:42]([C:44]3[CH:53]=[CH:52][CH:51]=[C:50]4[C:45]=3[CH2:46][CH2:47][N:48]([C:54]([O:56][C:57]([CH3:60])([CH3:59])[CH3:58])=[O:55])[CH2:49]4)=O)[C:34]=2[CH:61]=1.BrC1C=CC2OC(C(=O)N)=C(NC(C3CCN(C(OC(C)(C)C)=O)CC3)=O)C=2C=1, predict the reaction product. (3) Given the reactants [C:1]([O:5][C:6]([NH:8][C@@H:9]1[CH2:13][CH2:12][C@:11]([C@H:17]2[CH2:21][CH2:20][O:19][CH2:18]2)([C:14]([OH:16])=O)[CH2:10]1)=[O:7])([CH3:4])([CH3:3])[CH3:2].Cl.Cl.[F:24][C:25]([F:39])([F:38])[C:26]1[CH:31]=[CH:30][N:29]=[C:28]([N:32]2[CH2:37][CH2:36][NH:35][CH2:34][CH2:33]2)[CH:27]=1.C(N(CC)CC)C.F[P-](F)(F)(F)(F)F.N1(OC(N(C)C)=[N+](C)C)C2C=CC=CC=2N=N1, predict the reaction product. The product is: [C:1]([O:5][C:6](=[O:7])[NH:8][C@@H:9]1[CH2:13][CH2:12][C@:11]([C@H:17]2[CH2:21][CH2:20][O:19][CH2:18]2)([C:14]([N:35]2[CH2:36][CH2:37][N:32]([C:28]3[CH:27]=[C:26]([C:25]([F:39])([F:24])[F:38])[CH:31]=[CH:30][N:29]=3)[CH2:33][CH2:34]2)=[O:16])[CH2:10]1)([CH3:2])([CH3:3])[CH3:4].